This data is from Full USPTO retrosynthesis dataset with 1.9M reactions from patents (1976-2016). The task is: Predict the reactants needed to synthesize the given product. (1) Given the product [Cl:1][C:2]1[S:6][C:5]([S:7]([NH:10][C:11]2[CH:19]=[CH:18][C:14]([C:15]([O:17][CH2:27][CH2:28][OH:29])=[O:16])=[C:13]([OH:20])[CH:12]=2)(=[O:9])=[O:8])=[CH:4][C:3]=1[C:21]1[CH:22]=[CH:23][CH:24]=[CH:25][CH:26]=1, predict the reactants needed to synthesize it. The reactants are: [Cl:1][C:2]1[S:6][C:5]([S:7]([NH:10][C:11]2[CH:19]=[CH:18][C:14]([C:15]([OH:17])=[O:16])=[C:13]([OH:20])[CH:12]=2)(=[O:9])=[O:8])=[CH:4][C:3]=1[C:21]1[CH:26]=[CH:25][CH:24]=[CH:23][CH:22]=1.[CH2:27](O)[CH2:28][OH:29]. (2) Given the product [NH2:8][CH2:9][CH2:10][O:11][C:12]1[CH:20]=[C:19]([Cl:21])[CH:18]=[C:17]([F:22])[C:13]=1[C:14]([OH:16])=[O:15], predict the reactants needed to synthesize it. The reactants are: C(OC([NH:8][CH2:9][CH2:10][O:11][C:12]1[CH:20]=[C:19]([Cl:21])[CH:18]=[C:17]([F:22])[C:13]=1[C:14]([OH:16])=[O:15])=O)(C)(C)C.